From a dataset of Blood-brain barrier penetration binary classification data from Martins et al.. Regression/Classification. Given a drug SMILES string, predict its absorption, distribution, metabolism, or excretion properties. Task type varies by dataset: regression for continuous measurements (e.g., permeability, clearance, half-life) or binary classification for categorical outcomes (e.g., BBB penetration, CYP inhibition). Dataset: bbb_martins. (1) The result is 1 (penetrates BBB). The molecule is CC12NC(Cc3ccccc31)c1ccccc12. (2) The compound is CO[C@H]1C[C@H](O[C@@H]2[C@@H](C)C(=O)O[C@H](C)[C@H](C)[C@H](OC(C)=O)[C@@H](C)C(=O)[C@]3(CO3)C[C@H](C)[C@H](O[C@@H]3O[C@H](C)C[C@H](N(C)C)[C@H]3OC(C)=O)[C@H]2C)O[C@@H](C)[C@@H]1OC(C)=O. The result is 0 (does not penetrate BBB).